This data is from Peptide-MHC class I binding affinity with 185,985 pairs from IEDB/IMGT. The task is: Regression. Given a peptide amino acid sequence and an MHC pseudo amino acid sequence, predict their binding affinity value. This is MHC class I binding data. (1) The peptide sequence is AKCIEYVTL. The MHC is HLA-A24:02 with pseudo-sequence HLA-A24:02. The binding affinity (normalized) is 0. (2) The peptide sequence is RVVDLYIGR. The MHC is HLA-B08:02 with pseudo-sequence HLA-B08:02. The binding affinity (normalized) is 0.0847. (3) The peptide sequence is MQFPGSVGF. The MHC is HLA-A68:23 with pseudo-sequence HLA-A68:23. The binding affinity (normalized) is 0.652. (4) The peptide sequence is PDKRLKAEPA. The MHC is H-2-Kd with pseudo-sequence H-2-Kd. The binding affinity (normalized) is 0.629. (5) The peptide sequence is LPTALAFHL. The MHC is HLA-B53:01 with pseudo-sequence HLA-B53:01. The binding affinity (normalized) is 0.929.